This data is from Reaction yield outcomes from USPTO patents with 853,638 reactions. The task is: Predict the reaction yield, written as a fraction of the theoretical maximum amount of product (1.0 means a 100% yield; for example, 0.34 means a 34% yield). (1) The reactants are [C:1]1([S:7]([CH:10]=[CH:11][CH3:12])(=[O:9])=[O:8])[CH:6]=[CH:5][CH:4]=[CH:3][CH:2]=1.C1(CC(Cl)CS(CC(Cl)CC2C=CC=CC=2)(=O)=O)C=CC=CC=1.C(N(CC)CC)C. The catalyst is C1COCC1. The product is [C:1]1([S:7]([CH2:10][CH:11]=[CH2:12])(=[O:9])=[O:8])[CH:6]=[CH:5][CH:4]=[CH:3][CH:2]=1. The yield is 0.920. (2) The reactants are [CH3:1][C:2]1[N:3]([CH2:19][C:20]([OH:22])=[O:21])[C:4]2[C:9]([C:10]=1[CH2:11][C:12]1[CH:17]=[CH:16][C:15](=[O:18])[NH:14][N:13]=1)=[CH:8][CH:7]=[CH:6][CH:5]=2.[C:23](O)(=O)[CH3:24].[F:27][C:28]1[CH:29]=[C:30]([CH:33]=[CH:34][CH:35]=1)[CH2:31]Br.C(=O)([O-])[O-].[K+].[K+]. The catalyst is O.CN(C=O)C. The product is [F:27][C:28]1[CH:29]=[C:30]([CH:31]=[CH:23][CH:24]=1)[CH2:33][N:14]1[C:15](=[O:18])[CH:16]=[CH:17][C:12]([CH2:11][C:10]2[C:9]3[C:4](=[CH:5][CH:6]=[CH:7][CH:8]=3)[N:3]([CH2:19][C:20]([O:22][CH2:31][C:30]3[CH:33]=[CH:34][CH:35]=[C:28]([F:27])[CH:29]=3)=[O:21])[C:2]=2[CH3:1])=[N:13]1. The yield is 0.640. (3) The reactants are [C:1]([CH2:3][C:4]1([N:25]2[CH:29]=[C:28](B3OC(C)(C)C(C)(C)O3)[CH:27]=[N:26]2)[CH2:7][N:6]([C:8]2[C:22]([F:23])=[CH:21][C:11]([C:12]([NH:14][C@@H:15]([CH3:20])[C:16]([F:19])([F:18])[F:17])=[O:13])=[C:10]([F:24])[CH:9]=2)[CH2:5]1)#[N:2].Br[C:40]1[C:41]([CH3:46])=[N:42][NH:43][C:44]=1[CH3:45].C(=O)([O-])[O-].[Na+].[Na+].O. The catalyst is O1CCOCC1.C1C=CC([P]([Pd]([P](C2C=CC=CC=2)(C2C=CC=CC=2)C2C=CC=CC=2)([P](C2C=CC=CC=2)(C2C=CC=CC=2)C2C=CC=CC=2)[P](C2C=CC=CC=2)(C2C=CC=CC=2)C2C=CC=CC=2)(C2C=CC=CC=2)C2C=CC=CC=2)=CC=1. The product is [C:1]([CH2:3][C:4]1([N:25]2[CH:29]=[C:28]([C:40]3[C:41]([CH3:46])=[N:42][NH:43][C:44]=3[CH3:45])[CH:27]=[N:26]2)[CH2:5][N:6]([C:8]2[C:22]([F:23])=[CH:21][C:11]([C:12]([NH:14][C@@H:15]([CH3:20])[C:16]([F:17])([F:18])[F:19])=[O:13])=[C:10]([F:24])[CH:9]=2)[CH2:7]1)#[N:2]. The yield is 0.0970.